Dataset: Reaction yield outcomes from USPTO patents with 853,638 reactions. Task: Predict the reaction yield, written as a fraction of the theoretical maximum amount of product (1.0 means a 100% yield; for example, 0.34 means a 34% yield). (1) The reactants are [Cl:1][C:2]1[CH:7]=[CH:6][C:5]([C:8]2[C:12]([CH2:13][O:14][C:15]3[CH:16]=[C:17]([C:21](O)=[O:22])[N:18]([CH3:20])[N:19]=3)=[C:11]([CH2:24][OH:25])[O:10][N:9]=2)=[CH:4][CH:3]=1.O.ON1C2C=CC=CC=2N=N1.C(N(C(C)C)C(C)C)C.[NH2:46][C:47]([CH3:51])([CH3:50])[CH2:48][OH:49].[Cl-].[Na+]. The catalyst is C1COCC1. The product is [OH:49][CH2:48][C:47]([NH:46][C:21]([C:17]1[N:18]([CH3:20])[N:19]=[C:15]([O:14][CH2:13][C:12]2[C:8]([C:5]3[CH:6]=[CH:7][C:2]([Cl:1])=[CH:3][CH:4]=3)=[N:9][O:10][C:11]=2[CH2:24][OH:25])[CH:16]=1)=[O:22])([CH3:51])[CH3:50]. The yield is 0.260. (2) The reactants are [NH2:1][C:2]1[C:10]([CH3:11])=[CH:9][CH:8]=[CH:7][C:3]=1[C:4](O)=[O:5].C1C=CC2N(O)N=[N:18]C=2C=1.CCN(C(C)C)C(C)C.N.CO. The catalyst is CN(C=O)C. The product is [NH2:1][C:2]1[C:10]([CH3:11])=[CH:9][CH:8]=[CH:7][C:3]=1[C:4]([NH2:18])=[O:5]. The yield is 0.630. (3) The yield is 0.140. The catalyst is [Cl-].[Zn+2].[Cl-].C(OCC)(=O)C.O. The product is [F:25][C:5]1[CH:4]=[CH:3][C:2]([NH:1][CH:26]=[O:27])=[CH:7][C:6]=1[C:8]1[N:9]=[C:10]2[N:15]=[CH:14][C:13]([NH:16][C:17](=[O:23])[O:18][C:19]([CH3:21])([CH3:22])[CH3:20])=[CH:12][N:11]2[CH:24]=1. The reactants are [NH2:1][C:2]1[CH:3]=[CH:4][C:5]([F:25])=[C:6]([C:8]2[N:9]=[C:10]3[N:15]=[CH:14][C:13]([NH:16][C:17](=[O:23])[O:18][C:19]([CH3:22])([CH3:21])[CH3:20])=[CH:12][N:11]3[CH:24]=2)[CH:7]=1.[CH:26]([O-])=[O:27].[NH4+].C(#N)C.CS(C)=O. (4) The reactants are CCN(C(C)C)C(C)C.[Cl:10][C:11]1[N:16]=[C:15](Cl)[CH:14]=[CH:13][N:12]=1.[NH2:18][C:19]1[C:24]2[O:25][CH2:26][O:27][C:23]=2[CH:22]=[C:21]([CH2:28][OH:29])[CH:20]=1. The catalyst is C(O)CCC. The product is [Cl:10][C:11]1[N:16]=[C:15]([NH:18][C:19]2[C:24]3[O:25][CH2:26][O:27][C:23]=3[CH:22]=[C:21]([CH2:28][OH:29])[CH:20]=2)[CH:14]=[CH:13][N:12]=1. The yield is 0.390. (5) The reactants are [C:1]([NH:20][C@H:21]([C@H:27]([OH:43])[CH2:28][CH2:29][CH2:30][CH2:31][CH2:32][CH2:33][CH2:34][CH2:35][CH2:36][CH2:37][CH2:38][CH2:39][CH2:40][CH2:41][CH3:42])[C:22](OCC)=[O:23])(=[O:19])[CH2:2][CH2:3][CH2:4][CH2:5][CH2:6][CH2:7][CH2:8][CH2:9][CH2:10][CH2:11][CH2:12][CH2:13][CH2:14][CH2:15][CH2:16][CH2:17][CH3:18].[BH4-].[Na+].[Cl-].[Ca+2].[Cl-].Cl. The catalyst is O.C1COCC1. The product is [C:1]([NH:20][C@H:21]([C@H:27]([OH:43])[CH2:28][CH2:29][CH2:30][CH2:31][CH2:32][CH2:33][CH2:34][CH2:35][CH2:36][CH2:37][CH2:38][CH2:39][CH2:40][CH2:41][CH3:42])[CH2:22][OH:23])(=[O:19])[CH2:2][CH2:3][CH2:4][CH2:5][CH2:6][CH2:7][CH2:8][CH2:9][CH2:10][CH2:11][CH2:12][CH2:13][CH2:14][CH2:15][CH2:16][CH2:17][CH3:18]. The yield is 0.950.